From a dataset of Full USPTO retrosynthesis dataset with 1.9M reactions from patents (1976-2016). Predict the reactants needed to synthesize the given product. (1) Given the product [CH:16]([N:10]1[CH2:11][CH2:12][C:6]2[CH:5]=[C:4]([N+:1]([O-:3])=[O:2])[CH:14]=[CH:13][C:7]=2[CH2:8][CH2:9]1)([CH3:18])[CH3:15], predict the reactants needed to synthesize it. The reactants are: [N+:1]([C:4]1[CH:14]=[CH:13][C:7]2[CH2:8][CH2:9][NH:10][CH2:11][CH2:12][C:6]=2[CH:5]=1)([O-:3])=[O:2].[CH3:15][C:16]([CH3:18])=O.C(O)(=O)C.C1(C)C=CC(S(O)(=O)=O)=CC=1.C(O[BH-](OC(=O)C)OC(=O)C)(=O)C.[Na+].C(=O)([O-])O.[Na+]. (2) Given the product [C:1]([N:4]1[CH2:9][CH2:8][N:7]([C:10]2[N:15]=[C:14]([C:16]3[N:20]([CH3:21])[C:19]4[CH:22]=[CH:23][CH:24]=[CH:25][C:18]=4[N:17]=3)[CH:13]=[CH:12][N:11]=2)[CH2:6][CH2:5]1)(=[O:3])[CH3:2], predict the reactants needed to synthesize it. The reactants are: [C:1]([N:4]1[CH2:9][CH2:8][N:7]([C:10]2[N:15]=[C:14]([C:16]3[N:20]([CH3:21])[C:19]4[CH:22]=[CH:23][CH:24]=[CH:25][C:18]=4[N:17]=3)[C:13](Cl)=[CH:12][N:11]=2)[CH2:6][CH2:5]1)(=[O:3])[CH3:2].[OH-].[Na+].CCOC(C)=O. (3) Given the product [CH3:20][O:19][C:17](=[O:18])[CH2:16][C:11]1[CH:12]=[CH:13][CH:14]=[CH:15][C:10]=1[C:9]#[C:8][C:6]1[C:5]([CH3:21])=[CH:4][N:3]=[C:2]([NH:22][C:23]2[CH:24]=[CH:25][C:26]([CH:29]3[CH2:34][CH2:33][N:32]([C:35]([O:37][C:38]([CH3:41])([CH3:40])[CH3:39])=[O:36])[CH2:31][CH2:30]3)=[N:27][CH:28]=2)[N:7]=1, predict the reactants needed to synthesize it. The reactants are: Cl[C:2]1[N:7]=[C:6]([C:8]#[C:9][C:10]2[CH:15]=[CH:14][CH:13]=[CH:12][C:11]=2[CH2:16][C:17]([O:19][CH3:20])=[O:18])[C:5]([CH3:21])=[CH:4][N:3]=1.[NH2:22][C:23]1[CH:24]=[CH:25][C:26]([CH:29]2[CH2:34][CH2:33][N:32]([C:35]([O:37][C:38]([CH3:41])([CH3:40])[CH3:39])=[O:36])[CH2:31][CH2:30]2)=[N:27][CH:28]=1.C([O-])([O-])=O.[Cs+].[Cs+].CC1(C)C2C(=C(P(C3C=CC=CC=3)C3C=CC=CC=3)C=CC=2)OC2C(P(C3C=CC=CC=3)C3C=CC=CC=3)=CC=CC1=2.